This data is from Peptide-MHC class II binding affinity with 134,281 pairs from IEDB. The task is: Regression. Given a peptide amino acid sequence and an MHC pseudo amino acid sequence, predict their binding affinity value. This is MHC class II binding data. (1) The peptide sequence is VDPTDYFRNEQSIPP. The MHC is DRB1_0401 with pseudo-sequence DRB1_0401. The binding affinity (normalized) is 0.460. (2) The MHC is DRB1_0101 with pseudo-sequence DRB1_0101. The peptide sequence is EQQWNFAGIEAAASA. The binding affinity (normalized) is 0.606. (3) The peptide sequence is LSSKFNKFVSPKSVS. The MHC is H-2-IAb with pseudo-sequence H-2-IAb. The binding affinity (normalized) is 0.445. (4) The MHC is HLA-DQA10102-DQB10502 with pseudo-sequence HLA-DQA10102-DQB10502. The binding affinity (normalized) is 0. The peptide sequence is NCVLKKSTNGLRIKS. (5) The peptide sequence is ATAAAAAAVDRGDPP. The MHC is DRB1_0701 with pseudo-sequence DRB1_0701. The binding affinity (normalized) is 0.0507. (6) The peptide sequence is QPNLKALREKVLGLP. The MHC is HLA-DPA10201-DPB10101 with pseudo-sequence HLA-DPA10201-DPB10101. The binding affinity (normalized) is 0.411.